Dataset: Reaction yield outcomes from USPTO patents with 853,638 reactions. Task: Predict the reaction yield, written as a fraction of the theoretical maximum amount of product (1.0 means a 100% yield; for example, 0.34 means a 34% yield). (1) The reactants are [CH2:1]([O:8][C:9]1[CH:10]=[CH:11][C:12]([CH2:15]Cl)=[N:13][CH:14]=1)[C:2]1[CH:7]=[CH:6][CH:5]=[CH:4][CH:3]=1.O.[C-:18]#[N:19].[Na+]. The catalyst is C(O)C. The product is [CH2:1]([O:8][C:9]1[CH:10]=[CH:11][C:12]([CH2:15][C:18]#[N:19])=[N:13][CH:14]=1)[C:2]1[CH:7]=[CH:6][CH:5]=[CH:4][CH:3]=1. The yield is 0.870. (2) The reactants are Cl[C:2]1[CH:7]=[C:6]([C:8]([F:11])([F:10])[F:9])[N:5]=[C:4]([C:12]2[CH:13]=[N:14][CH:15]=[CH:16][CH:17]=2)[N:3]=1.[CH3:18][O:19][C:20]1[CH:26]=[CH:25][C:24]([Cl:27])=[CH:23][C:21]=1[NH2:22].Cl. The catalyst is C(O)C.O. The product is [Cl:27][C:24]1[CH:25]=[CH:26][C:20]([O:19][CH3:18])=[C:21]([CH:23]=1)[NH:22][C:2]1[CH:7]=[C:6]([C:8]([F:11])([F:10])[F:9])[N:5]=[C:4]([C:12]2[CH:13]=[N:14][CH:15]=[CH:16][CH:17]=2)[N:3]=1. The yield is 0.670. (3) The reactants are [CH3:1][O:2][C:3]1[C:12]2[C:7](=[CH:8][CH:9]=[CH:10][CH:11]=2)[C:6]([NH:13]S(C2SC=CC=2)(=O)=O)=[CH:5][C:4]=1[S:22][CH2:23][C:24]([O:26][CH3:27])=[O:25].[C:28]1([C:38]2[CH:43]=[CH:42][CH:41]=[CH:40][CH:39]=2)[CH:33]=[CH:32][C:31]([S:34](Cl)(=[O:36])=[O:35])=[CH:30][CH:29]=1. No catalyst specified. The product is [C:28]1([C:38]2[CH:43]=[CH:42][CH:41]=[CH:40][CH:39]=2)[CH:33]=[CH:32][C:31]([S:34]([NH:13][C:6]2[C:7]3[C:12](=[CH:11][CH:10]=[CH:9][CH:8]=3)[C:3]([O:2][CH3:1])=[C:4]([S:22][CH2:23][C:24]([O:26][CH3:27])=[O:25])[CH:5]=2)(=[O:36])=[O:35])=[CH:30][CH:29]=1. The yield is 0.710. (4) The reactants are [F:1][C:2]1[CH:3]=[C:4]([CH:7]=[C:8]([F:10])[CH:9]=1)[NH:5][CH3:6].Br.Br[CH:13]([C:15]1[CH:16]=[C:17]([C:32]([N:34]2[CH2:38][CH2:37][CH2:36][CH2:35]2)=[O:33])[CH:18]=[C:19]2[C:24]=1[O:23][C:22]([N:25]1[CH2:30][CH2:29][O:28][CH2:27][CH2:26]1)=[CH:21][C:20]2=[O:31])[CH3:14].[I-].[K+]. The catalyst is C(Cl)(Cl)Cl.CO.C(#N)C.O. The product is [F:1][C:2]1[CH:3]=[C:4]([N:5]([CH3:6])[CH:13]([C:15]2[CH:16]=[C:17]([C:32]([N:34]3[CH2:38][CH2:37][CH2:36][CH2:35]3)=[O:33])[CH:18]=[C:19]3[C:24]=2[O:23][C:22]([N:25]2[CH2:30][CH2:29][O:28][CH2:27][CH2:26]2)=[CH:21][C:20]3=[O:31])[CH3:14])[CH:7]=[C:8]([F:10])[CH:9]=1. The yield is 0.600. (5) The product is [F:13][C:14]1[CH:15]=[CH:16][C:17]([N:20]2[CH2:25][CH2:24][C:23]3[NH:1][C:2]4[CH:11]=[CH:10][C:5]([C:6]([O:8][CH3:9])=[O:7])=[CH:4][C:3]=4[C:22]=3[CH2:21]2)=[CH:18][CH:19]=1. The catalyst is CN(C=O)C.C([O-])(=O)C.[Pd+2].C([O-])(=O)C. The yield is 0.390. The reactants are [NH2:1][C:2]1[CH:11]=[CH:10][C:5]([C:6]([O:8][CH3:9])=[O:7])=[CH:4][C:3]=1I.[F:13][C:14]1[CH:19]=[CH:18][C:17]([N:20]2[CH2:25][CH2:24][C:23](=O)[CH2:22][CH2:21]2)=[CH:16][CH:15]=1.N12CCN(CC1)CC2. (6) The reactants are [C:1]([O:5][C:6]([CH:8]1[CH:12]([C:13]2[CH:18]=[CH:17][CH:16]=[C:15]([Cl:19])[C:14]=2[F:20])[C:11]([C:23]2[CH:28]=[CH:27][C:26]([Cl:29])=[CH:25][C:24]=2[F:30])([C:21]#[N:22])[CH:10]([CH2:31][C:32]([CH3:35])([CH3:34])[CH3:33])[NH:9]1)=[O:7])([CH3:4])([CH3:3])[CH3:2].[Si:36]([O:43][CH2:44][CH:45]=O)([C:39]([CH3:42])([CH3:41])[CH3:40])([CH3:38])[CH3:37].C(O[BH-](OC(=O)C)OC(=O)C)(=O)C.[Na+]. The catalyst is ClCCl. The product is [C:1]([O:5][C:6]([CH:8]1[CH:12]([C:13]2[CH:18]=[CH:17][CH:16]=[C:15]([Cl:19])[C:14]=2[F:20])[C:11]([C:23]2[CH:28]=[CH:27][C:26]([Cl:29])=[CH:25][C:24]=2[F:30])([C:21]#[N:22])[CH:10]([CH2:31][C:32]([CH3:35])([CH3:34])[CH3:33])[N:9]1[CH2:45][CH2:44][O:43][Si:36]([C:39]([CH3:42])([CH3:41])[CH3:40])([CH3:38])[CH3:37])=[O:7])([CH3:4])([CH3:3])[CH3:2]. The yield is 0.770.